From a dataset of Merck oncology drug combination screen with 23,052 pairs across 39 cell lines. Regression. Given two drug SMILES strings and cell line genomic features, predict the synergy score measuring deviation from expected non-interaction effect. Drug 1: O=P1(N(CCCl)CCCl)NCCCO1. Drug 2: O=C(CCCCCCC(=O)Nc1ccccc1)NO. Cell line: LOVO. Synergy scores: synergy=3.97.